This data is from Reaction yield outcomes from USPTO patents with 853,638 reactions. The task is: Predict the reaction yield, written as a fraction of the theoretical maximum amount of product (1.0 means a 100% yield; for example, 0.34 means a 34% yield). (1) The reactants are [N+:1]([C:4]1[C:5]2[C:9]([C:10]([CH3:13])=[CH:11][CH:12]=1)=[N:8][N:7]([C:14]([O:16][C:17]([CH3:20])([CH3:19])[CH3:18])=[O:15])[CH:6]=2)([O-])=O. The catalyst is CO.[Pd]. The product is [NH2:1][C:4]1[C:5]2[C:9]([C:10]([CH3:13])=[CH:11][CH:12]=1)=[N:8][N:7]([C:14]([O:16][C:17]([CH3:20])([CH3:19])[CH3:18])=[O:15])[CH:6]=2. The yield is 0.800. (2) The reactants are [Br:1][C:2]1[CH:15]=[CH:14][C:13]2[C:4](=[C:5]3[C:10](=[CH:11][CH:12]=2)[CH:9]=[CH:8][CH:7]=[N:6]3)[N:3]=1.[S:16]([O:21]C)([O:19][CH3:20])(=[O:18])=[O:17]. The catalyst is C(OCC)C. The product is [S:16]([O-:21])([OH:19])(=[O:18])=[O:17].[Br:1][C:2]1[CH:15]=[CH:14][C:13]2[C:4]([N:3]=1)=[C:5]1[C:10]([CH:9]=[CH:8][CH:7]=[N+:6]1[CH3:20])=[CH:11][CH:12]=2. The yield is 0.960. (3) The yield is 0.630. The product is [Br:8][C:6]1[CH:7]=[C:2]([S:15]([Cl:14])(=[O:17])=[O:16])[C:3]([Cl:9])=[N:4][CH:5]=1. The reactants are N[C:2]1[C:3]([Cl:9])=[N:4][CH:5]=[C:6]([Br:8])[CH:7]=1.N([O-])=O.[Na+].[ClH:14].[S:15](=[O:17])=[O:16].C(O)(=O)C.P([O-])([O-])(O)=O.[K+].[K+].[OH-].[Na+]. The catalyst is C(#N)C.O.[Cu](Cl)Cl. (4) The reactants are [H-].[Na+].[OH:3][C:4]1[CH:13]=[C:12]2[C:7]([CH2:8][CH2:9][N:10]([C:15]3[CH:16]=[N:17][CH:18]=[CH:19][C:20]=3[CH3:21])[C:11]2=[O:14])=[CH:6][CH:5]=1.Cl[C:23]1[N:28]=[CH:27][C:26]([F:29])=[CH:25][N:24]=1.CO. The catalyst is CN(C=O)C.C(Cl)Cl. The product is [F:29][C:26]1[CH:25]=[N:24][C:23]([O:3][C:4]2[CH:13]=[C:12]3[C:7]([CH2:8][CH2:9][N:10]([C:15]4[CH:16]=[N:17][CH:18]=[CH:19][C:20]=4[CH3:21])[C:11]3=[O:14])=[CH:6][CH:5]=2)=[N:28][CH:27]=1. The yield is 0.104. (5) The reactants are O[C:2]([C:5]1[C:10]([O:11][CH3:12])=[CH:9][CH:8]=[CH:7][C:6]=1[OH:13])([CH3:4])[CH3:3].O.C([O-])=O.[NH4+]. The catalyst is C(O)(=O)C.[Pd]. The product is [CH:2]([C:5]1[C:10]([O:11][CH3:12])=[CH:9][CH:8]=[CH:7][C:6]=1[OH:13])([CH3:4])[CH3:3]. The yield is 0.920. (6) The reactants are [NH2:1][C:2]1[CH:7]=[CH:6][C:5]([NH:8][C:9]2[C:13]([C:14]([NH2:16])=[O:15])=[C:12]([NH:17][CH2:18][C:19]3[CH:24]=[CH:23][C:22]([OH:25])=[CH:21][CH:20]=3)[NH:11][N:10]=2)=[CH:4][CH:3]=1.[Cl:26][C:27]1[C:28]2[CH:38]=[CH:37][C:36]([F:39])=[CH:35][C:29]=2[S:30][C:31]=1[C:32](Cl)=[O:33]. The catalyst is CN(C=O)C. The product is [Cl:26][C:27]1[C:28]2[CH:38]=[CH:37][C:36]([F:39])=[CH:35][C:29]=2[S:30][C:31]=1[C:32]([NH:1][C:2]1[CH:3]=[CH:4][C:5]([NH:8][C:9]2[C:13]([C:14]([NH2:16])=[O:15])=[C:12]([NH:17][CH2:18][C:19]3[CH:24]=[CH:23][C:22]([OH:25])=[CH:21][CH:20]=3)[NH:11][N:10]=2)=[CH:6][CH:7]=1)=[O:33]. The yield is 0.0600. (7) The reactants are [F:1][C:2]1[CH:3]=[C:4]([CH2:9][OH:10])[CH:5]=[N:6][C:7]=1[CH3:8].CO. The catalyst is C(Cl)Cl. The product is [F:1][C:2]1[CH:3]=[C:4]([CH:9]=[O:10])[CH:5]=[N:6][C:7]=1[CH3:8]. The yield is 0.280. (8) The catalyst is C1COCC1. The yield is 0.900. The reactants are [OH:1][C@@H:2]([C:16]1[CH:21]=[CH:20][CH:19]=[CH:18][CH:17]=1)[C@@H:3]1[CH2:8][CH2:7][CH2:6][N:5]([C:9]([O:11][C:12]([CH3:15])([CH3:14])[CH3:13])=[O:10])[CH2:4]1.[H-].[Na+].CS(O[CH2:29][CH2:30][CH2:31][O:32][CH2:33][CH3:34])(=O)=O.O. The product is [CH2:33]([O:32][CH2:31][CH2:30][CH2:29][O:1][C@@H:2]([C:16]1[CH:17]=[CH:18][CH:19]=[CH:20][CH:21]=1)[C@@H:3]1[CH2:8][CH2:7][CH2:6][N:5]([C:9]([O:11][C:12]([CH3:13])([CH3:14])[CH3:15])=[O:10])[CH2:4]1)[CH3:34]. (9) The reactants are [CH3:1][O:2][C:3]([C:5]1[S:6][C:7]([CH2:12][OH:13])=[CH:8][C:9]=1[C:10]#[N:11])=[O:4].I(O)(=O)(=O)=[O:15]. The catalyst is CC#N.CCOC(C)=O.C1C=C[NH+]=CC=1.[O-][Cr](Cl)(=O)=O. The product is [CH3:1][O:2][C:3]([C:5]1[S:6][C:7]([C:12]([OH:15])=[O:13])=[CH:8][C:9]=1[C:10]#[N:11])=[O:4]. The yield is 0.900.